From a dataset of Full USPTO retrosynthesis dataset with 1.9M reactions from patents (1976-2016). Predict the reactants needed to synthesize the given product. (1) Given the product [Cl:1][C:2]1[CH:3]=[C:4]([N:8]([CH2:19][C:20]2[C:29]3[C:24](=[C:25]([F:30])[CH:26]=[CH:27][CH:28]=3)[NH:23][C:22](=[O:31])[CH:21]=2)[C:9](=[O:36])[CH:18]([CH3:13])[CH3:17])[CH:5]=[CH:6][CH:7]=1, predict the reactants needed to synthesize it. The reactants are: [Cl:1][C:2]1[CH:3]=[C:4]([N:8]([CH2:19][C:20]2[C:29]3[C:24](=[C:25]([F:30])[CH:26]=[CH:27][CH:28]=3)[NH:23][C:22](=[O:31])[CH:21]=2)[C:9]2[C:18]3[C:13](=CC=C[CH:17]=3)C=CN=2)[CH:5]=[CH:6][CH:7]=1.C(Cl)(=[O:36])C(C)C. (2) Given the product [Cl-:1].[C:2]([NH:5][C:6]1[CH:25]=[CH:24][C:9]([NH:10][C:11]2[C:20]3[C:15](=[CH:16][CH:17]=[C:18]([NH2:21])[CH:19]=3)[NH+:14]=[CH:13][CH:12]=2)=[CH:8][CH:7]=1)(=[O:4])[CH3:3], predict the reactants needed to synthesize it. The reactants are: [Cl-:1].[C:2]([NH:5][C:6]1[CH:25]=[CH:24][C:9]([NH:10][C:11]2[C:20]3[C:15](=[CH:16][CH:17]=[C:18]([N+:21]([O-])=O)[CH:19]=3)[NH+:14]=[CH:13][CH:12]=2)=[CH:8][CH:7]=1)(=[O:4])[CH3:3].